This data is from Forward reaction prediction with 1.9M reactions from USPTO patents (1976-2016). The task is: Predict the product of the given reaction. (1) Given the reactants [O-]P([O-])([O-])=O.[K+].[K+].[K+].[CH3:9][NH:10][CH2:11][C:12]1[CH:17]=[CH:16][CH:15]=[CH:14][CH:13]=1.I[C:19]1[CH:24]=[CH:23][CH:22]=[CH:21][CH:20]=1.C(O)CO, predict the reaction product. The product is: [CH3:9][N:10]([CH2:11][C:12]1[CH:17]=[CH:16][CH:15]=[CH:14][CH:13]=1)[C:19]1[CH:24]=[CH:23][CH:22]=[CH:21][CH:20]=1. (2) Given the reactants COC1C(=O)C(C2C=NC=NC=2)=CC=CC=1.COC1C(=O)C(C2C=NC=NC=2)=CC=CC=1.[CH3:33][C:34]([O:36][C:37]1[CH:44]=[C:43]([O:45][C:46]([CH3:48])=[O:47])[C:41](=[O:42])[C:40]([O:49][C:50]([CH3:52])=[O:51])=[C:39]([O:53][C:54]([CH3:56])=[O:55])[CH:38]=1)=[O:35].COC1C(=O)C(C2C=NC=NC=2)=CC=CC=1, predict the reaction product. The product is: [CH3:33][C:34]([O:36][C:37]1[CH:44]=[C:43]([O:45][C:46]([CH3:48])=[O:47])[C:41](=[O:42])[C:40]([O:49][C:50]([CH3:52])=[O:51])=[C:39]([O:53][C:54]([CH3:56])=[O:55])[CH:38]=1)=[O:35]. (3) Given the reactants [OH:1][CH2:2][CH2:3][N:4]([CH3:40])[C:5]1[N:6]([CH3:39])[C:7](=[O:38])[C:8]2[C:13]([C:14]3[CH:19]=[CH:18][CH:17]=[CH:16][CH:15]=3)=[C:12]([C:20]3[CH:25]=[CH:24][C:23]([C:26]4([NH:30]C(=O)OC(C)(C)C)[CH2:29][CH2:28][CH2:27]4)=[CH:22][CH:21]=3)[O:11][C:9]=2[N:10]=1.C(O)(C(F)(F)F)=O, predict the reaction product. The product is: [NH2:30][C:26]1([C:23]2[CH:24]=[CH:25][C:20]([C:12]3[O:11][C:9]4[N:10]=[C:5]([N:4]([CH2:3][CH2:2][OH:1])[CH3:40])[N:6]([CH3:39])[C:7](=[O:38])[C:8]=4[C:13]=3[C:14]3[CH:15]=[CH:16][CH:17]=[CH:18][CH:19]=3)=[CH:21][CH:22]=2)[CH2:27][CH2:28][CH2:29]1. (4) Given the reactants CC(C)(C)[C@H](NC(=O)[C@@H](NC)C)C(N1[C@H](C(N[C@H]2C3C(=CC=CC=3)CCC2)=O)CC2C(=CC(N[C@H]3C[C@@H](C(=O)N[C@H]4C5C(=CC=CC=5)CCC4)N(C(=O)[C@@H](NC(=O)[C@@H](NC)C)C(C)(C)C)C3)=CC=2)C1)=O.[C:71]([O:75][C:76]([N:78]1[C@H:82]([C:83]([O:85][CH3:86])=[O:84])[CH:81]=[C:80]([C:87]2[CH:96]=[C:95]3[C:90]([CH2:91][C@@H:92]([C:104]([O:106][CH3:107])=[O:105])[N:93]([C:97]([O:99][C:100]([CH3:103])([CH3:102])[CH3:101])=[O:98])[CH2:94]3)=[CH:89][CH:88]=2)[CH2:79]1)=[O:77])([CH3:74])([CH3:73])[CH3:72], predict the reaction product. The product is: [C:71]([O:75][C:76]([N:78]1[C@H:82]([C:83]([O:85][CH3:86])=[O:84])[CH2:81][C@H:80]([C:87]2[CH:96]=[C:95]3[C:90]([CH2:91][C@@H:92]([C:104]([O:106][CH3:107])=[O:105])[N:93]([C:97]([O:99][C:100]([CH3:102])([CH3:101])[CH3:103])=[O:98])[CH2:94]3)=[CH:89][CH:88]=2)[CH2:79]1)=[O:77])([CH3:74])([CH3:72])[CH3:73]. (5) Given the reactants C1(C2C(O)=[N:6][CH:7]=[N:8][C:9]=2O)CC1.O=P(Cl)(Cl)[Cl:14].CCN([CH:23]([CH3:25])[CH3:24])C(C)C.Cl[CH2:27][CH2:28][Cl:29], predict the reaction product. The product is: [Cl:29][C:28]1[C:27]([CH:23]2[CH2:25][CH2:24]2)=[C:9]([Cl:14])[N:8]=[CH:7][N:6]=1. (6) Given the reactants [CH2:1](C1CC2C(=CC=CC=2)N(C2C=CC=CC=2)C1=O)[CH3:2].[Cl:20][CH2:21][CH2:22][CH2:23][CH:24]1[CH2:33][C:32]2[C:27](=[CH:28][CH:29]=[CH:30][CH:31]=2)[N:26]([C:34]2[CH:39]=[CH:38][CH:37]=[CH:36][CH:35]=2)[C:25]1=[O:40].BrCCCCl, predict the reaction product. The product is: [Cl:20][CH2:21][CH2:22][CH2:23][C:24]1([CH2:1][CH3:2])[CH2:33][C:32]2[C:27](=[CH:28][CH:29]=[CH:30][CH:31]=2)[N:26]([C:34]2[CH:39]=[CH:38][CH:37]=[CH:36][CH:35]=2)[C:25]1=[O:40]. (7) Given the reactants C(N(CC)CC)C.I[C:9]1[CH:18]=[CH:17][C:16]2[NH:15][C:14](=[O:19])[C:13]3[NH:20][CH:21]=[CH:22][C:12]=3[C:11]=2[CH:10]=1.[CH2:23]([C:25]([O-:27])=[O:26])[CH3:24].[C:28]1([C:34]#[CH:35])[CH:33]=[CH:32][CH:31]=[CH:30][CH:29]=1, predict the reaction product. The product is: [O:19]=[C:14]1[C:13]2[NH:20][CH:21]=[CH:22][C:12]=2[C:11]2[CH:10]=[C:9]([C:35]#[C:34][C:28]3[CH:33]=[CH:32][CH:31]=[CH:30][CH:29]=3)[CH:18]=[CH:17][C:16]=2[NH:15]1.[CH2:23]([C:25]([O-:27])=[O:26])[CH3:24]. (8) The product is: [Cl:1][C:2]1[CH:3]=[C:4]([NH:19][C:20]2[C:30]3[CH:29]=[C:28]([CH2:31][N:37]([CH2:36][CH2:35][O:34][CH3:33])[S:38]([C:41]4[CH:46]=[CH:45][CH:44]=[CH:43][C:42]=4[N+:47]([O-:49])=[O:48])(=[O:40])=[O:39])[CH2:27][CH2:26][NH:25][C:24]=3[N:23]=[CH:22][N:21]=2)[CH:5]=[CH:6][C:7]=1[O:8][C:9]1[CH:14]=[CH:13][CH:12]=[C:11]([C:15]([F:17])([F:18])[F:16])[CH:10]=1. Given the reactants [Cl:1][C:2]1[CH:3]=[C:4]([NH:19][C:20]2[C:30]3[CH:29]=[C:28]([CH2:31]O)[CH2:27][CH2:26][NH:25][C:24]=3[N:23]=[CH:22][N:21]=2)[CH:5]=[CH:6][C:7]=1[O:8][C:9]1[CH:14]=[CH:13][CH:12]=[C:11]([C:15]([F:18])([F:17])[F:16])[CH:10]=1.[CH3:33][O:34][CH2:35][CH2:36][NH:37][S:38]([C:41]1[CH:46]=[CH:45][CH:44]=[CH:43][C:42]=1[N+:47]([O-:49])=[O:48])(=[O:40])=[O:39].C1(P(C2C=CC=CC=2)C2C=CC=CC=2)C=CC=CC=1.N(C(OC(C)C)=O)=NC(OC(C)C)=O, predict the reaction product. (9) Given the reactants Br[CH:2]([CH2:11][CH3:12])[C:3]([C:5]1[CH:10]=[CH:9][CH:8]=[CH:7][CH:6]=1)=O.[S-:13][C:14]#[N:15].[K+].O.[CH2:18](O)C, predict the reaction product. The product is: [CH2:11]([CH:2]([S:13][C:14]#[N:15])[C:3]([C:5]1[CH:10]=[CH:9][CH:8]=[CH:7][CH:6]=1)=[CH2:18])[CH3:12]. (10) Given the reactants Cl[CH:2](Cl)[CH3:3].P(Cl)(Cl)(Cl)=[O:6].[CH3:10][C:11]1[NH:12]C=[C:14]([CH3:16])[CH:15]=1, predict the reaction product. The product is: [CH3:10][C:11]1[NH:12][C:2]([CH:3]=[O:6])=[C:14]([CH3:16])[CH:15]=1.